From a dataset of Catalyst prediction with 721,799 reactions and 888 catalyst types from USPTO. Predict which catalyst facilitates the given reaction. (1) Reactant: [C:1]([C:3]1[CH:4]=[C:5]([CH:43]=[C:44]([CH3:46])[CH:45]=1)[C:6]([C:8]1[N:13]([CH2:14][C:15]2[CH:16]=[C:17]([N:22](CC3C=CC(OC)=CC=3)[C:23](=[O:28])[C:24]([F:27])([F:26])[F:25])[CH:18]=[C:19]([F:21])[CH:20]=2)[C:12](=[O:38])[NH:11][C:10](=[O:39])[C:9]=1[CH:40]([CH3:42])[CH3:41])=[O:7])#[N:2].O. Product: [C:1]([C:3]1[CH:4]=[C:5]([CH:43]=[C:44]([CH3:46])[CH:45]=1)[C:6]([C:8]1[N:13]([CH2:14][C:15]2[CH:16]=[C:17]([NH:22][C:23](=[O:28])[C:24]([F:27])([F:26])[F:25])[CH:18]=[C:19]([F:21])[CH:20]=2)[C:12](=[O:38])[NH:11][C:10](=[O:39])[C:9]=1[CH:40]([CH3:41])[CH3:42])=[O:7])#[N:2]. The catalyst class is: 115. (2) Reactant: Cl[C:2]([O:4][CH3:5])=[O:3].C([O-])([O-])=O.[K+].[K+].[C:12]([O:16][C:17](=[O:33])[N:18]([CH2:22][C:23]1[CH:28]=[C:27]([CH2:29][CH2:30][NH2:31])[CH:26]=[CH:25][C:24]=1[Cl:32])[CH:19]1[CH2:21][CH2:20]1)([CH3:15])([CH3:14])[CH3:13]. Product: [CH3:5][O:4][C:2](=[O:3])[NH:31][CH2:30][CH2:29][C:27]1[CH:26]=[CH:25][C:24]([Cl:32])=[C:23]([CH2:22][N:18]([C:17]([O:16][C:12]([CH3:15])([CH3:13])[CH3:14])=[O:33])[CH:19]2[CH2:20][CH2:21]2)[CH:28]=1. The catalyst class is: 21.